This data is from NCI-60 drug combinations with 297,098 pairs across 59 cell lines. The task is: Regression. Given two drug SMILES strings and cell line genomic features, predict the synergy score measuring deviation from expected non-interaction effect. (1) Drug 1: C1CN(CCN1C(=O)CCBr)C(=O)CCBr. Drug 2: C1CCC(C(C1)N)N.C(=O)(C(=O)[O-])[O-].[Pt+4]. Cell line: UACC-257. Synergy scores: CSS=15.7, Synergy_ZIP=-5.73, Synergy_Bliss=-1.75, Synergy_Loewe=-0.565, Synergy_HSA=-0.370. (2) Drug 1: CC12CCC(CC1=CCC3C2CCC4(C3CC=C4C5=CN=CC=C5)C)O. Drug 2: C(=O)(N)NO. Cell line: SK-OV-3. Synergy scores: CSS=-1.15, Synergy_ZIP=-0.0703, Synergy_Bliss=-1.02, Synergy_Loewe=-1.97, Synergy_HSA=-2.19.